This data is from Forward reaction prediction with 1.9M reactions from USPTO patents (1976-2016). The task is: Predict the product of the given reaction. (1) The product is: [Cl:1][C:2]1[CH:7]=[C:6]([NH2:8])[CH:5]=[CH:4][C:3]=1[CH2:11][CH2:12][N:13]([CH2:16][CH3:17])[CH2:14][CH3:15]. Given the reactants [Cl:1][C:2]1[CH:7]=[C:6]([N+:8]([O-])=O)[CH:5]=[CH:4][C:3]=1[CH2:11][CH2:12][N:13]([CH2:16][CH3:17])[CH2:14][CH3:15], predict the reaction product. (2) Given the reactants C[O:2][C:3]([C:5]1([NH:12][C:13](=[O:33])[C:14]2[CH:19]=[CH:18][C:17]([O:20][CH3:21])=[C:16]([O:22][CH2:23][CH2:24][C:25]3[CH:30]=[C:29]([CH3:31])[CH:28]=[CH:27][C:26]=3[F:32])[CH:15]=2)[CH2:11][CH2:10][CH2:9][CH2:8][CH2:7][CH2:6]1)=[O:4].[OH-].[Li+], predict the reaction product. The product is: [F:32][C:26]1[CH:27]=[CH:28][C:29]([CH3:31])=[CH:30][C:25]=1[CH2:24][CH2:23][O:22][C:16]1[CH:15]=[C:14]([CH:19]=[CH:18][C:17]=1[O:20][CH3:21])[C:13]([NH:12][C:5]1([C:3]([OH:4])=[O:2])[CH2:11][CH2:10][CH2:9][CH2:8][CH2:7][CH2:6]1)=[O:33]. (3) Given the reactants [Cl:1][C:2]1[CH:3]=[CH:4][C:5]([N+:17]([O-])=O)=[C:6]([CH:16]=1)[C:7]([NH:9][C:10]1[CH:15]=[CH:14][CH:13]=[CH:12][N:11]=1)=[O:8], predict the reaction product. The product is: [NH2:17][C:5]1[CH:4]=[CH:3][C:2]([Cl:1])=[CH:16][C:6]=1[C:7]([NH:9][C:10]1[CH:15]=[CH:14][CH:13]=[CH:12][N:11]=1)=[O:8]. (4) Given the reactants [CH2:1]([O:3][C:4]1[C:5]2[C:6](=[O:31])[N:7]([C:18]3[CH:23]=[CH:22][C:21]([CH2:24][C:25]([O:27][CH2:28][CH3:29])=[O:26])=[CH:20][C:19]=3[F:30])[CH2:8][C:9]=2[C:10]([OH:17])=[C:11]2[CH:16]=[CH:15][CH:14]=[CH:13][C:12]=12)[CH3:2].Cl[C:33]([F:38])([F:37])C([O-])=O.[Na+].C(=O)([O-])[O-].[Na+].[Na+], predict the reaction product. The product is: [F:37][CH:33]([F:38])[O:17][C:10]1[C:9]2[CH2:8][N:7]([C:18]3[CH:23]=[CH:22][C:21]([CH2:24][C:25]([O:27][CH2:28][CH3:29])=[O:26])=[CH:20][C:19]=3[F:30])[C:6](=[O:31])[C:5]=2[C:4]([O:3][CH2:1][CH3:2])=[C:12]2[CH:13]=[CH:14][CH:15]=[CH:16][C:11]=12. (5) The product is: [C:8]([NH:7][C:5](=[O:6])[C:4]1[CH:12]=[C:13]([NH:15][C:19](=[O:20])[CH2:18][CH:17]([CH3:22])[CH3:16])[CH:14]=[C:2]([NH:1][C:28](=[O:29])[CH2:27][CH:26]([CH3:33])[CH3:25])[CH:3]=1)([CH3:11])([CH3:10])[CH3:9]. Given the reactants [NH2:1][C:2]1[CH:3]=[C:4]([CH:12]=[C:13]([NH2:15])[CH:14]=1)[C:5]([NH:7][C:8]([CH3:11])([CH3:10])[CH3:9])=[O:6].[CH3:16][CH:17]([CH3:22])[CH2:18][C:19](Cl)=[O:20].CN1[C:28](=[O:29])[CH2:27][CH2:26][CH2:25]1.[Li+].[Cl-].N1C=CC=C[CH:33]=1, predict the reaction product.